From a dataset of Forward reaction prediction with 1.9M reactions from USPTO patents (1976-2016). Predict the product of the given reaction. (1) Given the reactants C(N(CC)C(C)C)(C)C.F[P-](F)(F)(F)(F)F.CN(C(ON1C2=NC=CC=C2N=N1)=[N+](C)C)C.[NH2:34][C:35]1[CH:36]=[C:37]([C:42]2[CH:47]=[CH:46][C:45]([CH2:48][C@H:49]([NH:64][C:65]([C@H:67]3[CH2:72][CH2:71][C@H:70]([CH2:73][NH:74][C:75](=[O:81])[O:76][C:77]([CH3:80])([CH3:79])[CH3:78])[CH2:69][CH2:68]3)=[O:66])[C:50](=[O:63])[NH:51][C:52]3[CH:57]=[CH:56][C:55]([C:58]4[N:59]=[N:60][NH:61][N:62]=4)=[CH:54][CH:53]=3)=[CH:44][CH:43]=2)[CH:38]=[CH:39][C:40]=1[CH3:41].[O:82]1[CH2:87][CH2:86][CH:85]([C:88](O)=[O:89])[CH2:84][CH2:83]1, predict the reaction product. The product is: [CH3:41][C:40]1[CH:39]=[CH:38][C:37]([C:42]2[CH:43]=[CH:44][C:45]([CH2:48][C@H:49]([NH:64][C:65]([C@H:67]3[CH2:68][CH2:69][C@H:70]([CH2:73][NH:74][C:75](=[O:81])[O:76][C:77]([CH3:78])([CH3:80])[CH3:79])[CH2:71][CH2:72]3)=[O:66])[C:50](=[O:63])[NH:51][C:52]3[CH:57]=[CH:56][C:55]([C:58]4[N:59]=[N:60][NH:61][N:62]=4)=[CH:54][CH:53]=3)=[CH:46][CH:47]=2)=[CH:36][C:35]=1[NH:34][C:88]([CH:85]1[CH2:86][CH2:87][O:82][CH2:83][CH2:84]1)=[O:89]. (2) Given the reactants Br[C:2]1[C:3]([CH:10]([O:13][CH3:14])[O:11][CH3:12])=[N:4][C:5]([O:8][CH3:9])=[N:6][CH:7]=1.CC1(C)C(C)(C)OB([C:23]2[CH:27]=[CH:26][S:25][CH:24]=2)O1.C([O-])([O-])=O.[Cs+].[Cs+], predict the reaction product. The product is: [CH3:12][O:11][CH:10]([O:13][CH3:14])[C:3]1[C:2]([C:23]2[CH:27]=[CH:26][S:25][CH:24]=2)=[CH:7][N:6]=[C:5]([O:8][CH3:9])[N:4]=1. (3) Given the reactants [CH2:1]([NH2:19])[CH2:2][CH2:3][CH2:4][CH2:5][CH2:6][CH2:7][CH2:8]/[CH:9]=[CH:10]\[CH2:11][CH2:12][CH2:13][CH2:14][CH2:15][CH2:16][CH2:17][CH3:18].[C:20]1(=[O:26])[O:25][C:23](=[O:24])[CH2:22][CH2:21]1.C1C[O:30]CC1, predict the reaction product. The product is: [C:20]([OH:25])(=[O:26])[CH2:21][CH2:22][C:23]([OH:30])=[O:24].[CH2:1]([NH-:19])[CH2:2][CH2:3][CH2:4][CH2:5][CH2:6][CH2:7][CH2:8]/[CH:9]=[CH:10]\[CH2:11][CH2:12][CH2:13][CH2:14][CH2:15][CH2:16][CH2:17][CH3:18]. (4) Given the reactants Br[C:2]1[CH:3]=[N:4][C:5]2[N:6]([CH:8]=[C:9]([CH2:11][O:12][C:13]3[CH:18]=[CH:17][CH:16]=[C:15]([F:19])[CH:14]=3)[N:10]=2)[CH:7]=1.[F:20][C:21]1[CH:26]=[CH:25][C:24](B(O)O)=[CH:23][CH:22]=1, predict the reaction product. The product is: [F:19][C:15]1[CH:14]=[C:13]([CH:18]=[CH:17][CH:16]=1)[O:12][CH2:11][C:9]1[N:10]=[C:5]2[N:4]=[CH:3][C:2]([C:24]3[CH:25]=[CH:26][C:21]([F:20])=[CH:22][CH:23]=3)=[CH:7][N:6]2[CH:8]=1. (5) Given the reactants Cl[C:2]1[CH:11]=[CH:10][N:9]=[C:8]2[C:3]=1[CH:4]=[CH:5][C:6]([C:12]1[CH:17]=[CH:16][CH:15]=[CH:14][C:13]=1[F:18])=[N:7]2.[F:19][C:20]1[CH:25]=[CH:24][C:23](B2OC(C)(C)C(C)(C)O2)=[CH:22][C:21]=1[C:35]1[C:36]([C:41]#[N:42])=[CH:37][CH:38]=[CH:39][CH:40]=1, predict the reaction product. The product is: [F:19][C:20]1[CH:25]=[CH:24][C:23]([C:2]2[C:3]3[C:8](=[N:7][C:6]([C:12]4[CH:17]=[CH:16][CH:15]=[CH:14][C:13]=4[F:18])=[CH:5][CH:4]=3)[N:9]=[CH:10][CH:11]=2)=[CH:22][C:21]=1[C:35]1[C:36]([C:41]#[N:42])=[CH:37][CH:38]=[CH:39][CH:40]=1. (6) The product is: [Br:5][C:6]1[CH:7]=[CH:8][C:9]([C:12]2[S:13][CH:14]=[C:15]([C:18]([CH3:20])=[O:19])[C:16]=2[OH:17])=[CH:10][CH:11]=1. Given the reactants C(Cl)(Cl)Cl.[Br:5][C:6]1[CH:11]=[CH:10][C:9]([CH:12]2[C:16]([OH:17])=[C:15]([C:18]([CH3:20])=[O:19])[CH2:14][S:13]2)=[CH:8][CH:7]=1.S(Cl)(Cl)(=O)=O.O, predict the reaction product. (7) Given the reactants C(OC(N1C(C(=O)N[C@H](C(OC)=O)CC2C=CC(C3C=CC(C#N)=CC=3)=CC=2)CC2C=C3C([O:13][C@@H:14]([C:46]4[CH:51]=[CH:50][C:49](O)=[CH:48][CH:47]=4)C(=O)N3)=CC=2C1)=O)(C)(C)C.Cl.C[O:55][C:56](=[O:110])[C@@H:57]([NH:73][C:74]([CH:76]1[CH2:89][C:88]2[CH:87]=[C:86]3[C:81]([O:82][C@@H:83]([C:91]4[CH:96]=[CH:95][C:94]([O:97][CH2:98][C:99]5[CH:104]=[CH:103][C:102]([Cl:105])=[C:101]([C:106]([F:109])([F:108])[F:107])[CH:100]=5)=[CH:93][CH:92]=4)[C:84](=[O:90])[NH:85]3)=[CH:80][C:79]=2[CH2:78][NH:77]1)=[O:75])[CH2:58][C:59]1[CH:64]=[CH:63][C:62]([C:65]2[CH:70]=[CH:69][C:68]([C:71]#[N:72])=[CH:67][CH:66]=2)=[CH:61][CH:60]=1, predict the reaction product. The product is: [C:14]([N:77]1[CH:76]([C:74]([NH:73][C@@H:57]([CH2:58][C:59]2[CH:60]=[CH:61][C:62]([C:65]3[CH:70]=[CH:69][C:68]([C:71]#[N:72])=[CH:67][CH:66]=3)=[CH:63][CH:64]=2)[C:56]([OH:55])=[O:110])=[O:75])[CH2:89][C:88]2[CH:87]=[C:86]3[C:81]([O:82][C@@H:83]([C:91]4[CH:96]=[CH:95][C:94]([O:97][CH2:98][C:99]5[CH:104]=[CH:103][C:102]([Cl:105])=[C:101]([C:106]([F:109])([F:107])[F:108])[CH:100]=5)=[CH:93][CH:92]=4)[C:84](=[O:90])[NH:85]3)=[CH:80][C:79]=2[CH2:78]1)(=[O:13])[C:46]1[CH:51]=[CH:50][CH:49]=[CH:48][CH:47]=1.